Dataset: Reaction yield outcomes from USPTO patents with 853,638 reactions. Task: Predict the reaction yield, written as a fraction of the theoretical maximum amount of product (1.0 means a 100% yield; for example, 0.34 means a 34% yield). The reactants are CN(C)C(N(C)C)=N.[C:9]([O:13][C:14]([CH:16](P(OC)(OC)=O)[C:17]([O:19][CH3:20])=[O:18])=[O:15])([CH3:12])([CH3:11])[CH3:10].[Cl:27][C:28]1[CH:35]=[CH:34][C:31]([CH:32]=O)=[CH:30][C:29]=1[F:36].O. The catalyst is C(Cl)Cl. The product is [C:9]([O:13][C:14](/[C:16](=[CH:32]\[C:31]1[CH:34]=[CH:35][C:28]([Cl:27])=[C:29]([F:36])[CH:30]=1)/[C:17]([O:19][CH3:20])=[O:18])=[O:15])([CH3:10])([CH3:11])[CH3:12]. The yield is 0.678.